Dataset: Peptide-MHC class II binding affinity with 134,281 pairs from IEDB. Task: Regression. Given a peptide amino acid sequence and an MHC pseudo amino acid sequence, predict their binding affinity value. This is MHC class II binding data. (1) The peptide sequence is LMAFTAAVTS. The MHC is DRB5_0101 with pseudo-sequence DRB5_0101. The binding affinity (normalized) is 0. (2) The peptide sequence is VKEIPPRLLYAKSSP. The MHC is HLA-DPA10201-DPB10101 with pseudo-sequence HLA-DPA10201-DPB10101. The binding affinity (normalized) is 0.375. (3) The peptide sequence is AFKVAATAANAACAN. The MHC is DRB1_0901 with pseudo-sequence DRB1_0901. The binding affinity (normalized) is 0.721. (4) The binding affinity (normalized) is 0.345. The MHC is HLA-DPA10201-DPB10501 with pseudo-sequence HLA-DPA10201-DPB10501. The peptide sequence is LNYRPLLPKDRRMII. (5) The peptide sequence is PLYKLVHVFINTQYA. The MHC is DRB1_0701 with pseudo-sequence DRB1_0701. The binding affinity (normalized) is 0.635. (6) The peptide sequence is QITKIQNFRVYYRDSRDPIW. The MHC is DRB1_1201 with pseudo-sequence DRB1_1201. The binding affinity (normalized) is 0.826. (7) The binding affinity (normalized) is 0.231. The MHC is H-2-IAb with pseudo-sequence H-2-IAb. The peptide sequence is KWVQMCSRTLKNSHQ. (8) The peptide sequence is GNQWVGYDDQESVKSK. The MHC is DRB1_0401 with pseudo-sequence DRB1_0401. The binding affinity (normalized) is 0.502. (9) The peptide sequence is GELQWVDKIDAAFKI. The MHC is DRB1_0404 with pseudo-sequence DRB1_0404. The binding affinity (normalized) is 0.515.